This data is from Forward reaction prediction with 1.9M reactions from USPTO patents (1976-2016). The task is: Predict the product of the given reaction. The product is: [N:21]([CH2:13][C@H:11]1[O:10][C:9](=[O:15])[N:8]([CH2:1][C:2]2[CH:7]=[CH:6][CH:5]=[CH:4][CH:3]=2)[CH2:12]1)=[N+:22]=[N-:23]. Given the reactants [CH2:1]([N:8]1[CH2:12][CH:11]([CH2:13]Cl)[O:10][C:9]1=[O:15])[C:2]1[CH:7]=[CH:6][CH:5]=[CH:4][CH:3]=1.CN(C)C=O.[N-:21]=[N+:22]=[N-:23].[Na+], predict the reaction product.